From a dataset of Reaction yield outcomes from USPTO patents with 853,638 reactions. Predict the reaction yield, written as a fraction of the theoretical maximum amount of product (1.0 means a 100% yield; for example, 0.34 means a 34% yield). (1) The reactants are [C:1]1([CH2:7][O:8][C:9]2[CH:14]=[CH:13][C:12]([C@@H:15]3[NH:19][C@H:18]([C:20]([O:22][CH3:23])=[O:21])[CH2:17][CH2:16]3)=[CH:11][CH:10]=2)[CH:6]=[CH:5][CH:4]=[CH:3][CH:2]=1.[C:24](O[C:24]([O:26][C:27]([CH3:30])([CH3:29])[CH3:28])=[O:25])([O:26][C:27]([CH3:30])([CH3:29])[CH3:28])=[O:25]. The catalyst is C(Cl)Cl. The product is [C:1]1([CH2:7][O:8][C:9]2[CH:14]=[CH:13][C:12]([C@@H:15]3[N:19]([C:24]([O:26][C:27]([CH3:30])([CH3:29])[CH3:28])=[O:25])[C@H:18]([C:20]([O:22][CH3:23])=[O:21])[CH2:17][CH2:16]3)=[CH:11][CH:10]=2)[CH:2]=[CH:3][CH:4]=[CH:5][CH:6]=1. The yield is 0.960. (2) The reactants are [C:1](O[C:1](=[O:5])/[CH:2]=[CH:3]/[CH3:4])(=[O:5])/[CH:2]=[CH:3]/[CH3:4].[NH2:12][C:13]1[N:18]=[CH:17][C:16](/[CH:19]=[CH:20]/[C:21]([N:23]([CH3:35])[CH2:24][C:25]2[N:26]([CH3:34])[C:27]3[C:32]([CH:33]=2)=[CH:31][CH:30]=[CH:29][CH:28]=3)=[O:22])=[CH:15][CH:14]=1.C(=O)(O)[O-].[Na+]. The catalyst is C1COCC1. The product is [C:1]([NH:12][C:13]1[N:18]=[CH:17][C:16](/[CH:19]=[CH:20]/[C:21]([N:23]([CH3:35])[CH2:24][C:25]2[N:26]([CH3:34])[C:27]3[C:32]([CH:33]=2)=[CH:31][CH:30]=[CH:29][CH:28]=3)=[O:22])=[CH:15][CH:14]=1)(=[O:5])/[CH:2]=[CH:3]/[CH3:4]. The yield is 0.530. (3) The reactants are C(O[C:6](=O)[N:7](C)[CH:8]([C:10](=[O:48])[NH:11][CH:12]([C:16](=[O:47])[NH:17][CH:18]([C:34](=[O:46])[NH:35][CH:36]1[C:45]2[C:40](=[CH:41][CH:42]=[CH:43][CH:44]=2)[CH2:39][CH2:38][CH2:37]1)[CH2:19][CH2:20][CH2:21][CH2:22][NH:23][S:24]([C:27]1[CH:32]=[CH:31][C:30]([CH3:33])=[CH:29][CH:28]=1)(=[O:26])=[O:25])[CH:13]([CH3:15])[CH3:14])[CH3:9])(C)(C)C.[F:51][C:52]([F:57])([F:56])[C:53]([OH:55])=[O:54]. The catalyst is ClCCl. The product is [F:51][C:52]([F:57])([F:56])[C:53]([OH:55])=[O:54].[CH:36]1([NH:35][C:34](=[O:46])[CH:18]([NH:17][C:16](=[O:47])[CH:12]([NH:11][C:10](=[O:48])[CH:8]([NH:7][CH3:6])[CH3:9])[CH:13]([CH3:15])[CH3:14])[CH2:19][CH2:20][CH2:21][CH2:22][NH:23][S:24]([C:27]2[CH:28]=[CH:29][C:30]([CH3:33])=[CH:31][CH:32]=2)(=[O:26])=[O:25])[C:45]2[C:40](=[CH:41][CH:42]=[CH:43][CH:44]=2)[CH2:39][CH2:38][CH2:37]1. The yield is 0.820. (4) The reactants are [CH3:1][S:2]([CH2:5][C:6](=[O:8])[CH3:7])(=[O:4])=[O:3].[Br:9]Br. The catalyst is CC(O)=O.ClCCl. The product is [Br:9][CH:5]([S:2]([CH3:1])(=[O:4])=[O:3])[C:6](=[O:8])[CH3:7]. The yield is 0.420. (5) The reactants are [N:1]([O-])=O.[Na+].[F:5][C:6]1[CH:12]=[C:11]([I:13])[CH:10]=[CH:9][C:7]=1[NH2:8].Cl.[CH3:15][O:16][CH2:17][C:18](=[O:24])[CH2:19][C:20]([O:22][CH3:23])=[O:21].CC([O-])=O.[Na+]. The catalyst is O.CO. The product is [F:5][C:6]1[CH:12]=[C:11]([I:13])[CH:10]=[CH:9][C:7]=1[NH:8][N:1]=[C:19]([C:18](=[O:24])[CH2:17][O:16][CH3:15])[C:20]([O:22][CH3:23])=[O:21]. The yield is 0.800. (6) The product is [NH2:6][C:7]1[C:15]([N+:16]([O-:18])=[O:17])=[CH:14][C:10]([C:11]([O:13][CH3:1])=[O:12])=[C:9]([F:19])[C:8]=1[F:20]. The catalyst is CO. The yield is 0.920. The reactants are [CH3:1][Si](Cl)(C)C.[NH2:6][C:7]1[C:15]([N+:16]([O-:18])=[O:17])=[CH:14][C:10]([C:11]([OH:13])=[O:12])=[C:9]([F:19])[C:8]=1[F:20].